This data is from Forward reaction prediction with 1.9M reactions from USPTO patents (1976-2016). The task is: Predict the product of the given reaction. (1) Given the reactants Cl[CH:2]([C:15](=O)[CH3:16])[CH2:3][C:4]1[CH:9]=[CH:8][C:7]([Cl:10])=[C:6]([C:11]([F:14])([F:13])[F:12])[CH:5]=1.[CH3:18][O:19][C:20]1[CH:21]=[C:22]([NH:32][C:33]([NH2:35])=[S:34])[CH:23]=[CH:24][C:25]=1[N:26]1[CH:30]=[C:29]([CH3:31])[N:28]=[CH:27]1, predict the reaction product. The product is: [Cl:10][C:7]1[CH:8]=[CH:9][C:4]([CH2:3][C:2]2[S:34][C:33]([NH:32][C:22]3[CH:23]=[CH:24][C:25]([N:26]4[CH:30]=[C:29]([CH3:31])[N:28]=[CH:27]4)=[C:20]([O:19][CH3:18])[CH:21]=3)=[N:35][C:15]=2[CH3:16])=[CH:5][C:6]=1[C:11]([F:14])([F:13])[F:12]. (2) The product is: [F:14][C:11]1[CH:12]=[CH:13][C:8]([C:6]2[N:5]3[N:15]=[C:16]([CH3:19])[C:17]([I:18])=[C:4]3[N:3]=[C:2]([N:29]3[CH2:33][CH2:32][CH2:31][C@H:30]3[CH2:34][OH:35])[CH:7]=2)=[CH:9][CH:10]=1. Given the reactants Cl[C:2]1[CH:7]=[C:6]([C:8]2[CH:13]=[CH:12][C:11]([F:14])=[CH:10][CH:9]=2)[N:5]2[N:15]=[C:16]([CH3:19])[C:17]([I:18])=[C:4]2[N:3]=1.CCN(C(C)C)C(C)C.[NH:29]1[CH2:33][CH2:32][CH2:31][C@H:30]1[CH2:34][OH:35], predict the reaction product. (3) Given the reactants [F:1][C:2]1[CH:3]=[C:4]([CH:18]=[CH:19][C:20]=1[F:21])[O:5][C:6]1[CH:7]=[CH:8][C:9]2[N:13]=[C:12]([CH2:14][OH:15])[N:11]([CH3:16])[C:10]=2[CH:17]=1.O[C:23]1[CH:24]=[C:25]([CH:30]=[CH:31][CH:32]=1)[C:26]([O:28][CH3:29])=[O:27].C(P(CCCC)CCCC)CCC.N(C(N1CCCCC1)=O)=NC(N1CCCCC1)=O, predict the reaction product. The product is: [F:1][C:2]1[CH:3]=[C:4]([CH:18]=[CH:19][C:20]=1[F:21])[O:5][C:6]1[CH:7]=[CH:8][C:9]2[N:13]=[C:12]([CH2:14][O:15][C:23]3[CH:24]=[C:25]([CH:30]=[CH:31][CH:32]=3)[C:26]([O:28][CH3:29])=[O:27])[N:11]([CH3:16])[C:10]=2[CH:17]=1. (4) The product is: [NH2:1][C:2]1[C:11]([C:15]#[C:14][Si:16]([CH3:19])([CH3:18])[CH3:17])=[CH:10][C:5]([C:6]([O:8][CH3:9])=[O:7])=[C:4]([Cl:13])[CH:3]=1. Given the reactants [NH2:1][C:2]1[C:11](I)=[CH:10][C:5]([C:6]([O:8][CH3:9])=[O:7])=[C:4]([Cl:13])[CH:3]=1.[C:14]([Si:16]([CH3:19])([CH3:18])[CH3:17])#[CH:15].CCN(CC)CC, predict the reaction product. (5) Given the reactants C(OC([NH:8][C@H:9]1[CH2:14][CH2:13][CH2:12][N:11]([C:15]2[CH:20]=[CH:19][N:18]=[CH:17][C:16]=2[NH:21][C:22]([C:24]2[C:33]([NH:34]C(=O)OCC3C=CC=CC=3)=[CH:32][C:31]3[C:26](=[CH:27][C:28]([CH:45]=O)=[CH:29][CH:30]=3)[N:25]=2)=[O:23])[CH2:10]1)=O)(C)(C)C.[NH:47]1[CH2:52][CH2:51][O:50][CH2:49][CH2:48]1, predict the reaction product. The product is: [NH2:34][C:33]1[C:24]([C:22]([NH:21][C:16]2[CH:17]=[N:18][CH:19]=[CH:20][C:15]=2[N:11]2[CH2:12][CH2:13][CH2:14][C@H:9]([NH2:8])[CH2:10]2)=[O:23])=[N:25][C:26]2[C:31]([CH:32]=1)=[CH:30][CH:29]=[C:28]([CH2:45][N:47]1[CH2:52][CH2:51][O:50][CH2:49][CH2:48]1)[CH:27]=2. (6) The product is: [Cl:1][C:2]1[CH:7]=[C:6]([N:8]2[CH2:13][CH2:12][O:11][CH2:10][CH2:9]2)[CH:5]=[CH:4][C:3]=1[CH2:14][N:15]1[CH2:20][CH2:19][NH:18][C@@H:17]([CH3:28])[CH2:16]1. Given the reactants [Cl:1][C:2]1[CH:7]=[C:6]([N:8]2[CH2:13][CH2:12][O:11][CH2:10][CH2:9]2)[CH:5]=[CH:4][C:3]=1[CH2:14][N:15]1[CH2:20][CH2:19][N:18](C(OC(C)(C)C)=O)[C@@H:17]([CH3:28])[CH2:16]1.FC(F)(F)C(O)=O, predict the reaction product. (7) Given the reactants [F:1][C:2]([F:51])([F:50])[C:3]1[CH:4]=[C:5]([CH:43]=[C:44]([C:46]([F:49])([F:48])[F:47])[CH:45]=1)[CH2:6][N:7]([CH2:12][C:13]1[CH:18]=[C:17]([C:19]([F:22])([F:21])[F:20])[CH:16]=[CH:15][C:14]=1[C:23]1[CH:24]=[C:25]([C:32]2[CH:37]=[CH:36][C:35]([C:38]([O:40]C)=[O:39])=[CH:34][C:33]=2[Cl:42])[C:26]([F:31])=[CH:27][C:28]=1[O:29][CH3:30])[C:8]([O:10][CH3:11])=[O:9].O.[OH-].[Li+].O.Cl, predict the reaction product. The product is: [F:49][C:46]([F:47])([F:48])[C:44]1[CH:43]=[C:5]([CH:4]=[C:3]([C:2]([F:1])([F:50])[F:51])[CH:45]=1)[CH2:6][N:7]([CH2:12][C:13]1[CH:18]=[C:17]([C:19]([F:20])([F:21])[F:22])[CH:16]=[CH:15][C:14]=1[C:23]1[CH:24]=[C:25]([C:32]2[CH:37]=[CH:36][C:35]([C:38]([OH:40])=[O:39])=[CH:34][C:33]=2[Cl:42])[C:26]([F:31])=[CH:27][C:28]=1[O:29][CH3:30])[C:8]([O:10][CH3:11])=[O:9]. (8) Given the reactants C1N=CN([C:6](N2C=NC=C2)=[O:7])C=1.[CH3:13][C:14]1[CH:22]=[CH:21][C:17]([CH2:18][CH2:19][OH:20])=[CH:16][CH:15]=1.[NH2:23][C@@H:24]([C:28]([OH:30])=[O:29])[C@H:25]([CH3:27])[OH:26].CCN(CC)CC, predict the reaction product. The product is: [OH:26][C@@H:25]([CH3:27])[C@@H:24]([NH:23][C:6]([O:20][CH2:19][CH2:18][C:17]1[CH:21]=[CH:22][C:14]([CH3:13])=[CH:15][CH:16]=1)=[O:7])[C:28]([OH:30])=[O:29]. (9) Given the reactants [OH:1][C:2]1[C:9]([O:10][CH3:11])=[CH:8][C:5]([CH:6]=O)=[CH:4][C:3]=1[O:12][CH3:13].[CH3:14][O:15][CH2:16][CH2:17][O:18][CH2:19]Cl.[CH3:21][O:22][C:23]1[CH:24]=[C:25]([CH:29]=[CH:30][C:31]=1[O:32][CH3:33])[CH2:26][C:27]#[N:28], predict the reaction product. The product is: [CH3:13][O:12][C:3]1[CH:4]=[C:5](/[CH:6]=[C:26](/[C:25]2[CH:29]=[CH:30][C:31]([O:32][CH3:33])=[C:23]([O:22][CH3:21])[CH:24]=2)\[C:27]#[N:28])[CH:8]=[C:9]([O:10][CH3:11])[C:2]=1[O:1][CH2:14][O:15][CH2:16][CH2:17][O:18][CH3:19]. (10) Given the reactants [NH2:1][C:2]1[CH:3]=[C:4]([NH:16][C:17](=[O:20])[O:18][CH3:19])[CH:5]=[CH:6][C:7]=1[NH:8][CH2:9][CH:10]1[CH2:15][CH2:14][CH2:13][CH2:12][CH2:11]1.[CH3:21][C:22]([CH3:27])([CH3:26])[C:23](Cl)=O, predict the reaction product. The product is: [CH3:19][O:18][C:17](=[O:20])[NH:16][C:4]1[CH:5]=[CH:6][C:7]2[N:8]([CH2:9][CH:10]3[CH2:15][CH2:14][CH2:13][CH2:12][CH2:11]3)[C:21]([C:22]([CH3:27])([CH3:26])[CH3:23])=[N:1][C:2]=2[CH:3]=1.